From a dataset of Full USPTO retrosynthesis dataset with 1.9M reactions from patents (1976-2016). Predict the reactants needed to synthesize the given product. (1) Given the product [CH2:1]([N:5]([C:29]([C:24]1[NH:25][C:26]([CH2:27][CH3:28])=[C:22]([Cl:21])[N:23]=1)=[O:30])[CH:6]1[CH2:9][N:8]([C:10]2[S:11][C:12]([C:16]([O:18][CH2:19][CH3:20])=[O:17])=[C:13]([CH3:15])[N:14]=2)[CH2:7]1)[CH2:2][CH2:3][CH3:4], predict the reactants needed to synthesize it. The reactants are: [CH2:1]([NH:5][CH:6]1[CH2:9][N:8]([C:10]2[S:11][C:12]([C:16]([O:18][CH2:19][CH3:20])=[O:17])=[C:13]([CH3:15])[N:14]=2)[CH2:7]1)[CH2:2][CH2:3][CH3:4].[Cl:21][C:22]1[N:23]=[C:24]([C:29](O)=[O:30])[NH:25][C:26]=1[CH2:27][CH3:28].CCN=C=NCCCN(C)C.Cl.ON1C2C=CC=CC=2N=N1.CN1CCOCC1. (2) Given the product [Br:26][C:23]1[CH:24]=[CH:25][C:20]([C:18]2[N:19]=[C:15]([CH2:14][O:13][C:10]3[CH:11]=[CH:12][C:7]([O:6][CH2:5][C:4]([OH:34])=[O:3])=[C:8]([CH3:33])[CH:9]=3)[S:16][C:17]=2[C:27]2[CH:28]=[CH:29][CH:30]=[CH:31][CH:32]=2)=[CH:21][CH:22]=1, predict the reactants needed to synthesize it. The reactants are: C([O:3][C:4](=[O:34])[CH2:5][O:6][C:7]1[CH:12]=[CH:11][C:10]([O:13][CH2:14][C:15]2[S:16][C:17]([C:27]3[CH:32]=[CH:31][CH:30]=[CH:29][CH:28]=3)=[C:18]([C:20]3[CH:25]=[CH:24][C:23]([Br:26])=[CH:22][CH:21]=3)[N:19]=2)=[CH:9][C:8]=1[CH3:33])C.O.[OH-].[Li+]. (3) Given the product [CH3:1][O:2][C:3]([C:5]1[S:6][C:7]([C:27]2[CH2:32][CH2:31][CH2:30][CH2:29][CH:28]=2)=[CH:8][C:9]=1[N:10]([C@H:20]1[CH2:25][CH2:24][C@H:23]([O:26][CH3:34])[CH2:22][CH2:21]1)[C:11]([C@H:13]1[CH2:14][CH2:15][C@H:16]([CH3:19])[CH2:17][CH2:18]1)=[O:12])=[O:4], predict the reactants needed to synthesize it. The reactants are: [CH3:1][O:2][C:3]([C:5]1[S:6][C:7]([C:27]2[CH2:32][CH2:31][CH2:30][CH2:29][CH:28]=2)=[CH:8][C:9]=1[N:10]([C@H:20]1[CH2:25][CH2:24][C@H:23]([OH:26])[CH2:22][CH2:21]1)[C:11]([C@H:13]1[CH2:18][CH2:17][C@H:16]([CH3:19])[CH2:15][CH2:14]1)=[O:12])=[O:4].I[CH3:34].[H-].[Na+]. (4) The reactants are: [NH:1](C(OCC1C2C(=CC=CC=2)C2C1=CC=CC=2)=O)[CH2:2][CH2:3][C:4]([NH:6][C@H:7]([C:12]([NH:14][C@H:15]([C:17]([NH:19][C@H:20]([C:25]([OH:27])=[O:26])[CH2:21][CH:22]([CH3:24])[CH3:23])=[O:18])[CH3:16])=[O:13])[C@H:8]([CH2:10][CH3:11])[CH3:9])=[O:5].CN(C=O)C.[CH2:50](Br)[C:51]1[CH:56]=[CH:55][CH:54]=[CH:53][CH:52]=1.C(=O)([O-])[O-].[Cs+].[Cs+]. Given the product [NH2:1][CH2:2][CH2:3][C:4]([NH:6][C@H:7]([C:12]([NH:14][C@H:15]([C:17]([NH:19][C@H:20]([C:25]([O:27][CH2:50][C:51]1[CH:56]=[CH:55][CH:54]=[CH:53][CH:52]=1)=[O:26])[CH2:21][CH:22]([CH3:24])[CH3:23])=[O:18])[CH3:16])=[O:13])[C@H:8]([CH2:10][CH3:11])[CH3:9])=[O:5], predict the reactants needed to synthesize it.